From a dataset of Forward reaction prediction with 1.9M reactions from USPTO patents (1976-2016). Predict the product of the given reaction. (1) Given the reactants C1(N2CCC3(CCNC3)C2)CC1.C(OC([N:20]1[CH2:25][CH2:24][CH:23]([N:26]2[CH2:31][CH:30]3[CH2:32][CH:27]2[CH2:28][N:29]3[CH3:33])[CH2:22][CH2:21]1)=O)(C)(C)C.[ClH:34].[ClH:34].[CH3:33][N:29]1[CH2:28][CH:27]2[CH2:32][CH:30]1[CH2:31][N:26]2[CH:23]1[CH2:22][CH2:21][NH:20][CH2:25][CH2:24]1.C([Cl:53])(=O)C, predict the reaction product. The product is: [ClH:53].[ClH:34].[CH3:33][N:29]1[CH2:28][CH:27]2[CH2:32][CH:30]1[CH2:31][N:26]2[CH:23]1[CH2:24][CH2:25][NH:20][CH2:21][CH2:22]1. (2) Given the reactants [F:1][C:2](F)=[CH:3][CH:4]1[CH2:9][CH2:8][CH:7]([CH:10]2[CH2:15][CH2:14][CH:13](/[CH:16]=[CH:17]/[CH3:18])[CH2:12][CH2:11]2)[CH2:6][CH2:5]1.C1(C)C=CC=CC=1.[H-].[H-].COCCO[Al+]OCCOC.[Na+].Cl, predict the reaction product. The product is: [F:1]/[CH:2]=[CH:3]/[CH:4]1[CH2:9][CH2:8][CH:7]([CH:10]2[CH2:15][CH2:14][CH:13](/[CH:16]=[CH:17]/[CH3:18])[CH2:12][CH2:11]2)[CH2:6][CH2:5]1. (3) Given the reactants [C:1]([C:3]1[CH:4]=[C:5](/[C:9](/[O-])=[CH:10]/[C:11](=O)[C:12]([O:14][CH2:15][CH3:16])=[O:13])[CH:6]=[CH:7][CH:8]=1)#[N:2].[Li+].Cl.[Cl:21][C:22]1[CH:23]=[C:24]([NH:28][NH2:29])[CH:25]=[CH:26][CH:27]=1, predict the reaction product. The product is: [Cl:21][C:22]1[CH:23]=[C:24]([N:28]2[C:9]([C:5]3[CH:6]=[CH:7][CH:8]=[C:3]([C:1]#[N:2])[CH:4]=3)=[CH:10][C:11]([C:12]([O:14][CH2:15][CH3:16])=[O:13])=[N:29]2)[CH:25]=[CH:26][CH:27]=1. (4) The product is: [N+:12]([C:15]1[CH:16]=[C:17]([CH:18]=[CH:19][C:20]=1[N+:21]([O-:23])=[O:22])[CH2:24][N:26]1[CH2:31][CH2:30][O:29][CH2:28][CH2:27]1)([O-:14])=[O:13]. Given the reactants [BH4-].[Na+].B(F)(F)F.CCOCC.[N+:12]([C:15]1[CH:16]=[C:17]([C:24]([N:26]2[CH2:31][CH2:30][O:29][CH2:28][CH2:27]2)=O)[CH:18]=[CH:19][C:20]=1[N+:21]([O-:23])=[O:22])([O-:14])=[O:13].CO, predict the reaction product. (5) The product is: [CH3:17][Si:11]([CH3:16])([O:10][C:7]1[CH:6]=[CH:5][C:4]([NH2:1])=[CH:9][CH:8]=1)[C:12]([CH3:15])([CH3:14])[CH3:13]. Given the reactants [N+:1]([C:4]1[CH:9]=[CH:8][C:7]([O:10][Si:11]([CH3:17])([CH3:16])[C:12]([CH3:15])([CH3:14])[CH3:13])=[CH:6][CH:5]=1)([O-])=O, predict the reaction product. (6) Given the reactants [Cl:1][C:2]1[CH:7]=[C:6]([CH2:8][CH2:9][CH2:10][CH:11]=O)[C:5]([C:13]#[N:14])=[CH:4][C:3]=1[NH:15][C:16]1[N:21]=[C:20]([N:22]([CH:32]2[CH2:34][CH2:33]2)CC2C=CC(OC)=CC=2)[C:19]2=[N:35][CH:36]=[C:37]([C:38]#[N:39])[N:18]2[N:17]=1.[CH3:40][O:41][CH:42]1[CH2:45][NH:44][CH2:43]1.CC(O)=O.C([BH3-])#N.[Na+], predict the reaction product. The product is: [Cl:1][C:2]1[CH:7]=[C:6]([CH2:8][CH2:9][CH2:10][CH2:11][N:44]2[CH2:45][CH:42]([O:41][CH3:40])[CH2:43]2)[C:5]([C:13]#[N:14])=[CH:4][C:3]=1[NH:15][C:16]1[N:21]=[C:20]([NH:22][CH:32]2[CH2:33][CH2:34]2)[C:19]2=[N:35][CH:36]=[C:37]([C:38]#[N:39])[N:18]2[N:17]=1.